From a dataset of Forward reaction prediction with 1.9M reactions from USPTO patents (1976-2016). Predict the product of the given reaction. (1) Given the reactants [Cl:1][C:2]1[CH:3]=[C:4]([C:9]2([C:24]([F:27])([F:26])[F:25])[O:13][N:12]=[C:11]([C:14]3[CH:22]=[CH:21][C:17]([C:18]([OH:20])=O)=[C:16]([CH3:23])[CH:15]=3)[CH2:10]2)[CH:5]=[C:6]([Cl:8])[CH:7]=1.CCN(CC)CC.CN(C(ON1N=NC2C=CC=NC1=2)=[N+](C)C)C.F[P-](F)(F)(F)(F)F.Cl.[NH2:60][CH2:61][C:62]1[CH:73]=[CH:72][C:65]2[B:66]([OH:71])[O:67][C:68]([CH3:70])([CH3:69])[C:64]=2[CH:63]=1.Cl, predict the reaction product. The product is: [Cl:8][C:6]1[CH:5]=[C:4]([C:9]2([C:24]([F:26])([F:27])[F:25])[O:13][N:12]=[C:11]([C:14]3[CH:22]=[CH:21][C:17]([C:18]([NH:60][CH2:61][C:62]4[CH:73]=[CH:72][C:65]5[B:66]([OH:71])[O:67][C:68]([CH3:70])([CH3:69])[C:64]=5[CH:63]=4)=[O:20])=[C:16]([CH3:23])[CH:15]=3)[CH2:10]2)[CH:3]=[C:2]([Cl:1])[CH:7]=1. (2) The product is: [CH3:22][C:3]1([C:7]([O:9][CH2:10][CH3:11])=[O:8])[CH2:4][CH2:5][CH2:6][N:1]([C:12]([O:14][CH2:15][C:16]2[CH:21]=[CH:20][CH:19]=[CH:18][CH:17]=2)=[O:13])[CH2:2]1. Given the reactants [N:1]1([C:12]([O:14][CH2:15][C:16]2[CH:21]=[CH:20][CH:19]=[CH:18][CH:17]=2)=[O:13])[CH2:6][CH2:5][CH2:4][CH:3]([C:7]([O:9][CH2:10][CH3:11])=[O:8])[CH2:2]1.[CH3:22][Si]([N-][Si](C)(C)C)(C)C.[Li+].CI.[Cl-].[NH4+], predict the reaction product. (3) Given the reactants [CH2:1]=[C:2]1[CH2:6][CH2:5][CH2:4][CH2:3]1.B1C2CCCC1CCC2.[CH2:16]([O:23][C:24]1[CH:29]=[C:28](I)[CH:27]=[CH:26][C:25]=1[N:31]1[S:35](=[O:37])(=[O:36])[NH:34][C:33](=[O:38])[CH2:32]1)[C:17]1[CH:22]=[CH:21][CH:20]=[CH:19][CH:18]=1.B.C([O-])([O-])=O.[Na+].[Na+], predict the reaction product. The product is: [CH2:16]([O:23][C:24]1[CH:29]=[C:28]([CH2:1][CH:2]2[CH2:6][CH2:5][CH2:4][CH2:3]2)[CH:27]=[CH:26][C:25]=1[N:31]1[S:35](=[O:37])(=[O:36])[NH:34][C:33](=[O:38])[CH2:32]1)[C:17]1[CH:18]=[CH:19][CH:20]=[CH:21][CH:22]=1. (4) Given the reactants [CH3:1][CH:2]([S:4]([NH:7][C@@H:8]1[CH2:12][CH2:11][CH2:10][C@@H:9]1[C:13]1[CH:18]=[CH:17][CH:16]=[CH:15][CH:14]=1)(=[O:6])=[O:5])[CH3:3].[N+:19]([O-])([O-:21])=[O:20].[Na+], predict the reaction product. The product is: [CH3:3][CH:2]([S:4]([NH:7][C@@H:8]1[CH2:12][CH2:11][CH2:10][C@@H:9]1[C:13]1[CH:18]=[CH:17][C:16]([N+:19]([O-:21])=[O:20])=[CH:15][CH:14]=1)(=[O:6])=[O:5])[CH3:1]. (5) Given the reactants [CH3:1][O:2][C:3]1[CH:8]=[C:7]([O:9][CH3:10])[CH:6]=[C:5]([O:11][CH3:12])[C:4]=1[C:13]1[N:14]=[N:15][NH:16][N:17]=1.[CH2:18]=O, predict the reaction product. The product is: [CH3:18][N:15]1[N:16]=[N:17][C:13]([C:4]2[C:5]([O:11][CH3:12])=[CH:6][C:7]([O:9][CH3:10])=[CH:8][C:3]=2[O:2][CH3:1])=[N:14]1.